The task is: Predict the product of the given reaction.. This data is from Forward reaction prediction with 1.9M reactions from USPTO patents (1976-2016). (1) Given the reactants [Cl:1][C:2]1[CH:3]=[C:4]([C:12]2[CH:17]=[C:16]([CH:18]([F:20])[F:19])[N:15]3[N:21]=[CH:22][C:23]([C:24]([OH:26])=O)=[C:14]3[N:13]=2)[CH:5]=[CH:6][C:7]=1[C:8]([F:11])([F:10])[F:9].[CH3:27][S:28]([C:31]1[CH:32]=[C:33]([NH2:37])[CH:34]=[CH:35][CH:36]=1)(=[O:30])=[O:29].Cl, predict the reaction product. The product is: [CH3:27][S:28]([C:31]1[CH:32]=[C:33]([NH:37][C:24]([C:23]2[CH:22]=[N:21][N:15]3[C:16]([CH:18]([F:20])[F:19])=[CH:17][C:12]([C:4]4[CH:5]=[CH:6][C:7]([C:8]([F:10])([F:11])[F:9])=[C:2]([Cl:1])[CH:3]=4)=[N:13][C:14]=23)=[O:26])[CH:34]=[CH:35][CH:36]=1)(=[O:29])=[O:30]. (2) Given the reactants [F:1][C:2]1[CH:10]=[CH:9][C:8]([O:11][CH3:12])=[CH:7][C:3]=1[C:4](O)=[O:5].S(Cl)([Cl:15])=O, predict the reaction product. The product is: [F:1][C:2]1[CH:10]=[CH:9][C:8]([O:11][CH3:12])=[CH:7][C:3]=1[C:4]([Cl:15])=[O:5]. (3) Given the reactants [Cl:1][C:2]1[CH:7]=[C:6]([Cl:8])[CH:5]=[CH:4][C:3]=1[C:9]1[C:17]2[C:13](=[C:14]([S:19](Cl)=[O:20])[N:15]([CH3:18])[N:16]=2)[CH:12]=[CH:11][CH:10]=1.C[O:23][CH2:24][CH2:25][NH2:26].CNC.CN.N1CC[O:35]CC1.CN1CCNCC1.N(CCO)CCO, predict the reaction product. The product is: [OH:23][CH2:24][CH2:25][NH:26][S:19]([C:14]1[N:15]([CH3:18])[N:16]=[C:17]2[C:13]=1[CH:12]=[CH:11][CH:10]=[C:9]2[C:3]1[CH:4]=[CH:5][C:6]([Cl:8])=[CH:7][C:2]=1[Cl:1])(=[O:20])=[O:35]. (4) Given the reactants [CH3:1][C:2]1[CH:10]=[CH:9][CH:8]=[C:7]2[C:3]=1[C:4](=[O:25])[N:5]([CH2:12][CH:13]([C:19]1([CH3:24])OCC[O:20]1)[C:14]([O:16][CH2:17][CH3:18])=[O:15])[C:6]2=[O:11].O.C1(C)C=CC(S(O)(=O)=O)=CC=1, predict the reaction product. The product is: [CH3:1][C:2]1[CH:10]=[CH:9][CH:8]=[C:7]2[C:3]=1[C:4](=[O:25])[N:5]([CH2:12][CH:13]([C:19](=[O:20])[CH3:24])[C:14]([O:16][CH2:17][CH3:18])=[O:15])[C:6]2=[O:11]. (5) Given the reactants [F:1][C:2]1[C:29]([NH:30][S:31]([CH2:34][CH2:35][CH3:36])(=[O:33])=[O:32])=[CH:28][CH:27]=[C:26]([F:37])[C:3]=1[C:4]([NH:6]C1C=C2C(I)=NN(CC3C=CC(OC)=CC=3)C2=NC=1)=[O:5].C(N(CC)CC#C)C.C(N(CC)CC)C.C1COCC1, predict the reaction product. The product is: [F:1][C:2]1[C:29]([NH:30][S:31]([CH2:34][CH2:35][CH3:36])(=[O:32])=[O:33])=[CH:28][CH:27]=[C:26]([F:37])[C:3]=1[C:4]([NH2:6])=[O:5]. (6) Given the reactants [CH3:1][S:2][C:3]1[N:4]=[CH:5][C:6]2[CH2:12][NH:11][CH2:10][CH2:9][C:7]=2[N:8]=1.[CH3:13][O:14][C:15](=[O:23])[C:16]1[CH:21]=[CH:20][CH:19]=[C:18](Br)[N:17]=1.C1C=CC(P(C2C(C3C(P(C4C=CC=CC=4)C4C=CC=CC=4)=CC=C4C=3C=CC=C4)=C3C(C=CC=C3)=CC=2)C2C=CC=CC=2)=CC=1.C([O-])([O-])=O.[Cs+].[Cs+], predict the reaction product. The product is: [CH3:13][O:14][C:15]([C:16]1[CH:21]=[CH:20][CH:19]=[C:18]([N:11]2[CH2:10][CH2:9][C:7]3[N:8]=[C:3]([S:2][CH3:1])[N:4]=[CH:5][C:6]=3[CH2:12]2)[N:17]=1)=[O:23].